The task is: Predict which catalyst facilitates the given reaction.. This data is from Catalyst prediction with 721,799 reactions and 888 catalyst types from USPTO. (1) Reactant: [N:1]1([C:7]([NH:9][CH:10]([CH2:14][S:15]([CH2:18][C:19]2[CH:24]=[CH:23][CH:22]=[CH:21][CH:20]=2)(=[O:17])=[O:16])[C:11]([OH:13])=O)=[O:8])[CH2:6][CH2:5][O:4][CH2:3][CH2:2]1.[NH2:25][CH:26]1[C:29](=[O:30])[NH:28][CH:27]1[O:31][C:32](=[O:34])[CH3:33].C(Cl)CCl.C1C=CC2N(O)N=NC=2C=1.CN1CCOCC1. Product: [N:1]1([C:7]([NH:9][CH:10]([CH2:14][S:15]([CH2:18][C:19]2[CH:20]=[CH:21][CH:22]=[CH:23][CH:24]=2)(=[O:16])=[O:17])[C:11]([NH:25][CH:26]2[C:29](=[O:30])[NH:28][CH:27]2[O:31][C:32](=[O:34])[CH3:33])=[O:13])=[O:8])[CH2:2][CH2:3][O:4][CH2:5][CH2:6]1. The catalyst class is: 4. (2) Reactant: [Cl:1][C:2]1[CH:7]=[CH:6][CH:5]=[CH:4][C:3]=1[CH2:8][C:9](O)=O.[Cl:12][C:13]1[CH:18]=[CH:17][C:16]([NH:19][C:20](=[S:23])[NH:21][NH2:22])=[CH:15][CH:14]=1. Product: [Cl:1][C:2]1[CH:7]=[CH:6][CH:5]=[CH:4][C:3]=1[CH2:8][C:9]1[N:19]([C:16]2[CH:17]=[CH:18][C:13]([Cl:12])=[CH:14][CH:15]=2)[C:20](=[S:23])[NH:21][N:22]=1. The catalyst class is: 21. (3) Reactant: [Si:1]([O:8][CH:9]1[C:17]2[S:16][C:15]([C:18]3[CH:23]=[CH:22][C:21]([N:24]([CH3:26])[CH3:25])=[CH:20][C:19]=3[C:27](=[O:29])[CH3:28])=[N:14][C:13]=2[CH2:12][CH2:11][CH2:10]1)([C:4]([CH3:7])([CH3:6])[CH3:5])([CH3:3])[CH3:2].[Br:30]Br. Product: [Br:30][C:22]1[C:21]([N:24]([CH3:25])[CH3:26])=[CH:20][C:19]([C:27](=[O:29])[CH3:28])=[C:18]([C:15]2[S:16][C:17]3[CH:9]([O:8][Si:1]([C:4]([CH3:7])([CH3:5])[CH3:6])([CH3:3])[CH3:2])[CH2:10][CH2:11][CH2:12][C:13]=3[N:14]=2)[CH:23]=1.[Br:30][C:20]1[C:21]([N:24]([CH3:25])[CH3:26])=[CH:22][CH:23]=[C:18]([C:15]2[S:16][C:17]3[CH:9]([O:8][Si:1]([C:4]([CH3:7])([CH3:5])[CH3:6])([CH3:3])[CH3:2])[CH2:10][CH2:11][CH2:12][C:13]=3[N:14]=2)[C:19]=1[C:27](=[O:29])[CH3:28]. The catalyst class is: 2.